Dataset: Forward reaction prediction with 1.9M reactions from USPTO patents (1976-2016). Task: Predict the product of the given reaction. (1) Given the reactants [O:1]=[C:2]([C:9]#[C:10][Si](C)(C)C)[CH2:3][CH2:4][CH2:5][C:6]([OH:8])=[O:7], predict the reaction product. The product is: [O:1]=[C:2]([C:9]#[CH:10])[CH2:3][CH2:4][CH2:5][C:6]([OH:8])=[O:7]. (2) The product is: [F:22][C:13]1[CH:14]=[CH:15][C:16]([C:18]([F:21])([F:20])[F:19])=[CH:17][C:12]=1[C:4]1[CH:3]=[C:2]([NH:23][C:24]2[CH:29]=[CH:28][N:27]=[CH:26][N:25]=2)[C:11]2[C:6](=[N:7][CH:8]=[CH:9][CH:10]=2)[N:5]=1. Given the reactants Cl[C:2]1[C:11]2[C:6](=[N:7][CH:8]=[CH:9][CH:10]=2)[N:5]=[C:4]([C:12]2[CH:17]=[C:16]([C:18]([F:21])([F:20])[F:19])[CH:15]=[CH:14][C:13]=2[F:22])[CH:3]=1.[NH2:23][C:24]1[CH:29]=[CH:28][N:27]=[CH:26][N:25]=1.C(=O)([O-])[O-].[Cs+].[Cs+].CC1(C)C2C=CC=C(P(C3C=CC=CC=3)C3C=CC=CC=3)C=2OC2C1=CC=CC=2P(C1C=CC=CC=1)C1C=CC=CC=1, predict the reaction product. (3) The product is: [CH3:5][C:3](=[CH2:4])[CH2:2][N:10]1[C:6](=[O:16])[C:7]2[C:8](=[CH:12][CH:13]=[CH:14][CH:15]=2)[C:9]1=[O:11]. Given the reactants Br[CH2:2][C:3]([CH3:5])=[CH2:4].[C:6]1(=[O:16])[NH:10][C:9](=[O:11])[C:8]2=[CH:12][CH:13]=[CH:14][CH:15]=[C:7]12.[K], predict the reaction product. (4) Given the reactants [NH2:1][C:2]1[C:7](=[O:8])[NH:6][N:5]=[C:4]([C:9]2[CH:14]=[CH:13][CH:12]=[CH:11][CH:10]=2)[C:3]=1[CH:15]=[O:16].[CH2:17](Br)[CH3:18].C(=O)([O-])[O-].[K+].[K+].O, predict the reaction product. The product is: [NH2:1][C:2]1[C:7](=[O:8])[N:6]([CH2:17][CH3:18])[N:5]=[C:4]([C:9]2[CH:14]=[CH:13][CH:12]=[CH:11][CH:10]=2)[C:3]=1[CH:15]=[O:16]. (5) Given the reactants [C:1]([CH2:3][C:4](N)=O)#N.[OH:7][C:8]1[C:12]([C:13]#[N:14])=[C:11]([NH:15][C:16]2[CH:21]=[CH:20][CH:19]=[CH:18][CH:17]=2)[S:10][N:9]=1, predict the reaction product. The product is: [OH:7][C:8]1[C:12]([C:13]#[N:14])=[C:11]([NH:15][C:16]2[CH:17]=[CH:18][C:19]([CH:1]=[CH:3][C:4]3[CH:20]=[CH:21][CH:16]=[CH:17][CH:18]=3)=[CH:20][CH:21]=2)[S:10][N:9]=1.